Regression. Given two drug SMILES strings and cell line genomic features, predict the synergy score measuring deviation from expected non-interaction effect. From a dataset of NCI-60 drug combinations with 297,098 pairs across 59 cell lines. (1) Drug 1: CS(=O)(=O)C1=CC(=C(C=C1)C(=O)NC2=CC(=C(C=C2)Cl)C3=CC=CC=N3)Cl. Drug 2: CC12CCC(CC1=CCC3C2CCC4(C3CC=C4C5=CN=CC=C5)C)O. Cell line: SF-295. Synergy scores: CSS=10.2, Synergy_ZIP=-1.54, Synergy_Bliss=1.19, Synergy_Loewe=0.877, Synergy_HSA=2.07. (2) Drug 1: CN1CCC(CC1)COC2=C(C=C3C(=C2)N=CN=C3NC4=C(C=C(C=C4)Br)F)OC. Drug 2: CC1=C2C(C(=O)C3(C(CC4C(C3C(C(C2(C)C)(CC1OC(=O)C(C(C5=CC=CC=C5)NC(=O)OC(C)(C)C)O)O)OC(=O)C6=CC=CC=C6)(CO4)OC(=O)C)O)C)O. Cell line: SK-OV-3. Synergy scores: CSS=38.0, Synergy_ZIP=-3.39, Synergy_Bliss=-0.458, Synergy_Loewe=-9.84, Synergy_HSA=2.69. (3) Drug 1: C1CCN(CC1)CCOC2=CC=C(C=C2)C(=O)C3=C(SC4=C3C=CC(=C4)O)C5=CC=C(C=C5)O. Drug 2: CC(C1=C(C=CC(=C1Cl)F)Cl)OC2=C(N=CC(=C2)C3=CN(N=C3)C4CCNCC4)N. Cell line: T-47D. Synergy scores: CSS=9.08, Synergy_ZIP=-2.12, Synergy_Bliss=2.86, Synergy_Loewe=-0.257, Synergy_HSA=1.55. (4) Drug 1: C1=CC(=C2C(=C1NCCNCCO)C(=O)C3=C(C=CC(=C3C2=O)O)O)NCCNCCO. Drug 2: CC1OCC2C(O1)C(C(C(O2)OC3C4COC(=O)C4C(C5=CC6=C(C=C35)OCO6)C7=CC(=C(C(=C7)OC)O)OC)O)O. Cell line: HOP-62. Synergy scores: CSS=76.5, Synergy_ZIP=9.14, Synergy_Bliss=9.19, Synergy_Loewe=9.56, Synergy_HSA=13.1. (5) Drug 1: CCC1=CC2CC(C3=C(CN(C2)C1)C4=CC=CC=C4N3)(C5=C(C=C6C(=C5)C78CCN9C7C(C=CC9)(C(C(C8N6C)(C(=O)OC)O)OC(=O)C)CC)OC)C(=O)OC.C(C(C(=O)O)O)(C(=O)O)O. Drug 2: C(=O)(N)NO. Cell line: KM12. Synergy scores: CSS=45.3, Synergy_ZIP=-2.13, Synergy_Bliss=-12.3, Synergy_Loewe=-30.1, Synergy_HSA=-10.4. (6) Drug 1: CC1=C(C(CCC1)(C)C)C=CC(=CC=CC(=CC(=O)O)C)C. Drug 2: CCN(CC)CCCC(C)NC1=C2C=C(C=CC2=NC3=C1C=CC(=C3)Cl)OC. Cell line: RXF 393. Synergy scores: CSS=5.87, Synergy_ZIP=-1.67, Synergy_Bliss=2.73, Synergy_Loewe=-3.32, Synergy_HSA=0.436.